This data is from Forward reaction prediction with 1.9M reactions from USPTO patents (1976-2016). The task is: Predict the product of the given reaction. (1) Given the reactants [N+:1]([C:4]1[CH:9]=[C:8]([Cl:10])[CH:7]=[C:6]([CH2:11][CH:12]=[CH2:13])[C:5]=1[OH:14])([O-:3])=[O:2].CI.[C:17](=O)([O-])[O-].[K+].[K+], predict the reaction product. The product is: [N+:1]([C:4]1[CH:9]=[C:8]([Cl:10])[CH:7]=[C:6]([CH2:11][CH:12]=[CH2:13])[C:5]=1[O:14][CH3:17])([O-:3])=[O:2]. (2) Given the reactants Br[C:2]1[C:3]([C:16]2[CH:21]=[CH:20][CH:19]=[CH:18][CH:17]=2)=[N:4][C:5]2[C:10]([N:11]=1)=[CH:9][C:8]([C:12]([O:14][CH3:15])=[O:13])=[CH:7][CH:6]=2.[CH3:22][CH:23]1[CH2:27][CH2:26][CH2:25][NH:24]1.C(=O)([O-])[O-].[K+].[K+], predict the reaction product. The product is: [CH3:22][C@H:23]1[CH2:27][CH2:26][CH2:25][N:24]1[C:2]1[C:3]([C:16]2[CH:21]=[CH:20][CH:19]=[CH:18][CH:17]=2)=[N:4][C:5]2[C:10]([N:11]=1)=[CH:9][C:8]([C:12]([O:14][CH3:15])=[O:13])=[CH:7][CH:6]=2. (3) Given the reactants [CH3:1][O:2][C:3]1[CH:4]=[C:5]([C:12]2[CH:17]=[CH:16][C:15]([N:18]([CH3:40])[CH2:19][CH2:20][N:21]([C:23]3[CH:24]=[CH:25][C:26]([C:29]4[CH:34]=[C:33]([O:35][CH3:36])[C:32]([CH3:37])=[C:31]([O:38][CH3:39])[CH:30]=4)=[N:27][CH:28]=3)[CH3:22])=[CH:14][N:13]=2)[CH:6]=[C:7]([O:10][CH3:11])[C:8]=1[CH3:9].[CH3:41][S:42]([OH:45])(=[O:44])=[O:43], predict the reaction product. The product is: [CH3:41][S:42]([OH:45])(=[O:44])=[O:43].[CH3:41][S:42]([OH:45])(=[O:44])=[O:43].[CH3:36][O:35][C:33]1[CH:34]=[C:29]([C:26]2[CH:25]=[CH:24][C:23]([N:21]([CH3:22])[CH2:20][CH2:19][N:18]([C:15]3[CH:16]=[CH:17][C:12]([C:5]4[CH:4]=[C:3]([O:2][CH3:1])[C:8]([CH3:9])=[C:7]([O:10][CH3:11])[CH:6]=4)=[N:13][CH:14]=3)[CH3:40])=[CH:28][N:27]=2)[CH:30]=[C:31]([O:38][CH3:39])[C:32]=1[CH3:37]. (4) Given the reactants FC(F)(F)C(O)=O.[CH2:8]([O:15][C:16]([NH:18][C@@H:19]([C:41]([O:43][CH3:44])=[O:42])[CH2:20][O:21][CH2:22][CH2:23][N:24](C(OC(C)(C)C)=O)[CH2:25][C:26]1[CH:31]=[CH:30][C:29]([O:32][CH3:33])=[CH:28][CH:27]=1)=[O:17])[C:9]1[CH:14]=[CH:13][CH:12]=[CH:11][CH:10]=1, predict the reaction product. The product is: [CH2:8]([O:15][C:16]([NH:18][C@@H:19]([C:41]([O:43][CH3:44])=[O:42])[CH2:20][O:21][CH2:22][CH2:23][NH:24][CH2:25][C:26]1[CH:27]=[CH:28][C:29]([O:32][CH3:33])=[CH:30][CH:31]=1)=[O:17])[C:9]1[CH:10]=[CH:11][CH:12]=[CH:13][CH:14]=1. (5) Given the reactants [F:1][C:2]1[C:7]([S:8]([CH3:11])(=[O:10])=[O:9])=[CH:6][CH:5]=[CH:4][C:3]=1[C:12]1[CH2:13][CH2:14][N:15]([C:18]([O:20][CH3:21])=[O:19])[CH2:16][CH:17]=1.Cl, predict the reaction product. The product is: [F:1][C:2]1[C:7]([S:8]([CH3:11])(=[O:10])=[O:9])=[CH:6][CH:5]=[CH:4][C:3]=1[CH:12]1[CH2:13][CH2:14][N:15]([C:18]([O:20][CH3:21])=[O:19])[CH2:16][CH2:17]1. (6) Given the reactants [CH2:1]([O:8][C:9]([NH:11][C@@H:12]1[CH2:20][CH2:19][CH2:18][C:17]2[N:16]([CH2:21][CH2:22]OS(C)(=O)=O)[N:15]=[CH:14][C:13]1=2)=[O:10])[C:2]1[CH:7]=[CH:6][CH:5]=[CH:4][CH:3]=1.[C-:28]#[N:29].[Na+].O, predict the reaction product. The product is: [CH2:1]([O:8][C:9](=[O:10])[NH:11][C@@H:12]1[CH2:20][CH2:19][CH2:18][C:17]2[N:16]([CH2:21][CH2:22][C:28]#[N:29])[N:15]=[CH:14][C:13]1=2)[C:2]1[CH:7]=[CH:6][CH:5]=[CH:4][CH:3]=1. (7) Given the reactants [CH3:1][O:2][C:3]1[CH:8]=[CH:7][C:6]([OH:9])=[CH:5][CH:4]=1.F[C:11]1[CH:16]=[CH:15][CH:14]=[CH:13][C:12]=1[N+:17]([O-:19])=[O:18].[CH3:20][O:21][C:22]1[CH:35]=[CH:34][C:25]([O:26][C:27]2[CH:33]=[CH:32][CH:31]=[CH:30][C:28]=2[NH2:29])=[CH:24][CH:23]=1.[NH2:36][C:37]1[S:38][CH:39]=[CH:40][N:41]=1, predict the reaction product. The product is: [CH3:1][O:2][C:3]1[CH:8]=[CH:7][C:6]([O:9][C:11]2[CH:16]=[CH:15][CH:14]=[CH:13][C:12]=2[N+:17]([O-:19])=[O:18])=[CH:5][CH:4]=1.[CH3:20][O:21][C:22]1[CH:35]=[CH:34][C:25]([O:26][C:27]2[CH:33]=[CH:32][CH:31]=[CH:30][C:28]=2[NH:29][C:6]([NH:36][C:37]2[S:38][CH:39]=[CH:40][N:41]=2)=[O:9])=[CH:24][CH:23]=1.